This data is from CYP2D6 inhibition data for predicting drug metabolism from PubChem BioAssay. The task is: Regression/Classification. Given a drug SMILES string, predict its absorption, distribution, metabolism, or excretion properties. Task type varies by dataset: regression for continuous measurements (e.g., permeability, clearance, half-life) or binary classification for categorical outcomes (e.g., BBB penetration, CYP inhibition). Dataset: cyp2d6_veith. The molecule is COC(=O)[C@@]1(Cc2ccc(F)cc2)[C@H]2c3cc(C(=O)N(C)C)n(CCSCCO)c3C[C@H]2CN1C(=O)c1ccccc1. The result is 0 (non-inhibitor).